Dataset: Forward reaction prediction with 1.9M reactions from USPTO patents (1976-2016). Task: Predict the product of the given reaction. (1) Given the reactants [C:1]([O-:6])(=[O:5])[C:2]([O-:4])=[O:3].[NH4+].[NH4+].[Cl-].[Ce+3:10].[Cl-].[Cl-].[O-2].[Ce+3].[O-2].[O-2].[Ce+3], predict the reaction product. The product is: [C:1]([O-:6])(=[O:5])[C:2]([O-:4])=[O:3].[Ce+3:10].[C:1]([O-:6])(=[O:5])[C:2]([O-:4])=[O:3].[C:1]([O-:6])(=[O:5])[C:2]([O-:4])=[O:3].[Ce+3:10]. (2) Given the reactants [OH:1][C@H:2]1[CH2:7][CH2:6][C@H:5]2[C@H:8]3[C@H:17]([CH2:18][CH2:19][C@:3]12[CH3:4])[C:16]1[CH:15]=[CH:14][C:13]([O:20]C)=[CH:12][C:11]=1[CH2:10][C@H:9]3[CH2:22][CH2:23][CH2:24][CH2:25][CH2:26][CH2:27][CH2:28][CH2:29][CH2:30][C@H:31]([CH2:35][CH2:36][C:37]([F:49])([F:48])[C:38]([F:47])([F:46])[C:39]([F:45])([F:44])[C:40]([F:43])([F:42])[F:41])[C:32]([OH:34])=[O:33].B(Br)(Br)Br, predict the reaction product. The product is: [OH:20][C:13]1[CH:14]=[CH:15][C:16]2[C@@H:17]3[C@H:8]([C@H:5]4[C@@:3]([CH2:19][CH2:18]3)([CH3:4])[C@@H:2]([OH:1])[CH2:7][CH2:6]4)[C@H:9]([CH2:22][CH2:23][CH2:24][CH2:25][CH2:26][CH2:27][CH2:28][CH2:29][CH2:30][C@H:31]([CH2:35][CH2:36][C:37]([F:48])([F:49])[C:38]([F:46])([F:47])[C:39]([F:44])([F:45])[C:40]([F:41])([F:42])[F:43])[C:32]([OH:34])=[O:33])[CH2:10][C:11]=2[CH:12]=1. (3) Given the reactants C[O:2][C:3]1[CH:4]=[C:5]2[C:9](=[CH:10][C:11]=1[C:12]([F:15])([F:14])[F:13])[N:8]([CH3:16])[CH:7]=[C:6]2[CH3:17].B(Br)(Br)Br, predict the reaction product. The product is: [CH3:16][N:8]1[C:9]2[C:5](=[CH:4][C:3]([OH:2])=[C:11]([C:12]([F:13])([F:14])[F:15])[CH:10]=2)[C:6]([CH3:17])=[CH:7]1. (4) Given the reactants [F:1][C:2]1[C:35]([F:36])=[CH:34][CH:33]=[CH:32][C:3]=1[CH2:4][NH:5][C:6](=[O:31])[N:7]([C@H:9]([CH2:16][O:17][C:18](=[O:30])[NH:19][C:20]1[N:21]=[CH:22][C:23]2[C:28]([CH:29]=1)=[CH:27][CH:26]=[CH:25][CH:24]=2)[CH2:10][CH2:11][CH2:12][C:13](O)=[O:14])[CH3:8].C(N(CC)CC)C.ClC(OC(C)C)=O.[BH4-].[Na+], predict the reaction product. The product is: [CH:22]1[C:23]2[C:28](=[CH:27][CH:26]=[CH:25][CH:24]=2)[CH:29]=[C:20]([NH:19][C:18](=[O:30])[O:17][CH2:16][C@@H:9]([N:7]([CH3:8])[C:6]([NH:5][CH2:4][C:3]2[CH:32]=[CH:33][CH:34]=[C:35]([F:36])[C:2]=2[F:1])=[O:31])[CH2:10][CH2:11][CH2:12][CH2:13][OH:14])[N:21]=1. (5) Given the reactants Cl[C:2]1[N:10]=[C:9](Cl)[CH:8]=[CH:7][C:3]=1[C:4]([NH2:6])=[O:5].[CH3:12][NH:13][C:14]1[CH:19]=[CH:18][CH:17]=[C:16]([CH3:20])[CH:15]=1.C(O[C:26](=[O:33])[NH:27][C@@H:28]1[CH2:32][CH2:31][NH:30][CH2:29]1)(C)(C)C.[C:34](O)(=O)[CH:35]=C, predict the reaction product. The product is: [C:26]([N:27]1[CH2:28][CH2:29][N:30]([C:2]2[N:10]=[C:9]([N:13]([CH3:12])[C:14]3[CH:15]=[C:16]([CH3:20])[CH:17]=[CH:18][CH:19]=3)[CH:8]=[CH:7][C:3]=2[C:4]([NH2:6])=[O:5])[CH2:31][CH2:32]1)(=[O:33])[CH:34]=[CH2:35]. (6) Given the reactants C([O:3][C:4]([C@@H:6]1[CH2:10][CH2:9][CH2:8][C@@H:7]1[N:11]([CH2:32][CH2:33][C:34]([CH3:37])([CH3:36])[CH3:35])[C:12](=[O:31])[CH2:13][C:14]1[NH:19][C:18]2[CH:20]=[CH:21][C:22]([NH:24][S:25]([CH3:28])(=[O:27])=[O:26])=[CH:23][C:17]=2[S:16](=[O:30])(=[O:29])[N:15]=1)=O)C.[O-]CC.[Na+].Cl, predict the reaction product. The product is: [CH3:35][C:34]([CH3:37])([CH3:36])[CH2:33][CH2:32][N:11]1[C:12](=[O:31])[C:13]([C:14]2[NH:19][C:18]3[CH:20]=[CH:21][C:22]([NH:24][S:25]([CH3:28])(=[O:27])=[O:26])=[CH:23][C:17]=3[S:16](=[O:29])(=[O:30])[N:15]=2)=[C:4]([OH:3])[C@@H:6]2[C@H:7]1[CH2:8][CH2:9][CH2:10]2.